This data is from Full USPTO retrosynthesis dataset with 1.9M reactions from patents (1976-2016). The task is: Predict the reactants needed to synthesize the given product. (1) Given the product [OH:34][CH:32]([CH3:33])[CH2:31][C:11]1[C:6]([C:5]([NH:4][CH:1]([CH3:3])[CH3:2])=[O:17])=[C:7]([O:15][CH3:16])[C:8]([CH3:14])=[C:9]([O:12][CH3:13])[CH:10]=1, predict the reactants needed to synthesize it. The reactants are: [CH:1]([NH:4][C:5](=[O:17])[C:6]1[CH:11]=[CH:10][C:9]([O:12][CH3:13])=[C:8]([CH3:14])[C:7]=1[O:15][CH3:16])([CH3:3])[CH3:2].CN(CCN(C)C)C.[Li]C(C)(C)C.[CH2:31]1[O:34][CH:32]1[CH3:33]. (2) Given the product [CH:5]1[C:13]2[CH:12]([CH2:14][C:15]([N:20]([O:21][CH3:22])[CH3:19])=[O:16])[C:11]3[C:10](=[CH:9][CH:8]=[CH:7][CH:6]=3)[C:1]=2[CH:2]=[CH:3][CH:4]=1, predict the reactants needed to synthesize it. The reactants are: [CH:1]1[C:13]2[CH:12]([CH2:14][C:15](O)=[O:16])[C:11]3[C:6](=[CH:7][CH:8]=[CH:9][CH:10]=3)[C:5]=2[CH:4]=[CH:3][CH:2]=1.Cl.[CH3:19][NH:20][O:21][CH3:22]. (3) Given the product [Cl:66][C:67]1[CH:72]=[CH:71][C:70]([CH2:73][NH:74][C:20](=[O:22])[CH2:19][CH2:18][N:15]2[CH2:16][CH2:17][CH:12]([NH:11][CH2:10][C@H:9]([OH:8])[C:23]3[CH:32]=[CH:31][C:30]([OH:33])=[C:29]4[C:24]=3[CH:25]=[CH:26][C:27](=[O:34])[NH:28]4)[CH2:13][CH2:14]2)=[CH:69][CH:68]=1, predict the reactants needed to synthesize it. The reactants are: [Si]([O:8][C@H:9]([C:23]1[CH:32]=[CH:31][C:30]([OH:33])=[C:29]2[C:24]=1[CH:25]=[CH:26][C:27](=[O:34])[NH:28]2)[CH2:10][NH:11][CH:12]1[CH2:17][CH2:16][N:15]([CH2:18][CH2:19][C:20]([OH:22])=O)[CH2:14][CH2:13]1)(C(C)(C)C)(C)C.CN(C(ON1N=NC2C=CC=NC1=2)=[N+](C)C)C.F[P-](F)(F)(F)(F)F.C(N(CC)CC)C.[Cl:66][C:67]1[CH:72]=[CH:71][C:70]([CH2:73][NH2:74])=[CH:69][CH:68]=1. (4) Given the product [F:13][C:12]([F:14])([F:15])[CH:11]1[CH:10]2[CH2:16][CH:7]([CH:8]=[CH:9]2)[CH:6]1[C:4]([OH:5])=[O:3], predict the reactants needed to synthesize it. The reactants are: C([O:3][C:4]([CH:6]1[CH:11]([C:12]([F:15])([F:14])[F:13])[CH:10]2[CH2:16][CH:7]1[CH:8]=[CH:9]2)=[O:5])C.[OH-].[Na+].Cl. (5) Given the product [CH3:25][C:23]1[CH:22]=[CH:21][C:5]2=[C:6]3[C:11](=[C:2]([NH2:1])[N:3]=[C:4]2[CH:24]=1)[N:10]=[CH:9][C:8]([CH2:12][CH2:13][C:14]1[CH:15]=[CH:16][C:17]([O:20][CH2:34][C:33]([CH3:35])=[CH2:32])=[CH:18][CH:19]=1)=[CH:7]3, predict the reactants needed to synthesize it. The reactants are: [NH2:1][C:2]1[C:11]2[N:10]=[CH:9][C:8]([CH2:12][CH2:13][C:14]3[CH:19]=[CH:18][C:17]([OH:20])=[CH:16][CH:15]=3)=[CH:7][C:6]=2[C:5]2[CH:21]=[CH:22][C:23]([CH3:25])=[CH:24][C:4]=2[N:3]=1.C(=O)([O-])[O-].[K+].[K+].[CH2:32](Br)[C:33](=[CH2:35])[CH3:34].